This data is from Reaction yield outcomes from USPTO patents with 853,638 reactions. The task is: Predict the reaction yield, written as a fraction of the theoretical maximum amount of product (1.0 means a 100% yield; for example, 0.34 means a 34% yield). (1) The reactants are [Cl:1][C:2]1[CH:3]=[C:4]2[C:9](=[CH:10][CH:11]=1)[N:8]([C:12](=[O:26])[CH:13]([NH2:25])[CH:14]([C:16]1[C:24]3[C:19](=[CH:20][CH:21]=[CH:22][CH:23]=3)[NH:18][CH:17]=1)[CH3:15])[CH2:7][C@@H:6]([CH2:27][N:28]([CH3:30])[CH3:29])[CH2:5]2.C(N(C(C)C)CC)(C)C.C1C(=O)N(OC(ON2C(=O)CCC2=O)=O)[C:42](=[O:43])C1.Cl.[O:59]([CH:66]1[CH2:71][CH2:70][NH:69][CH2:68][CH2:67]1)[C:60]1[CH:65]=[CH:64][CH:63]=[CH:62][CH:61]=1.C(=O)([O-])O.[Na+]. The catalyst is C(#N)C. The product is [Cl:1][C:2]1[CH:3]=[C:4]2[C:9](=[CH:10][CH:11]=1)[N:8]([C:12]([CH:13]([NH:25][C:42]([N:69]1[CH2:70][CH2:71][CH:66]([O:59][C:60]3[CH:61]=[CH:62][CH:63]=[CH:64][CH:65]=3)[CH2:67][CH2:68]1)=[O:43])[CH:14]([C:16]1[C:24]3[C:19](=[CH:20][CH:21]=[CH:22][CH:23]=3)[NH:18][CH:17]=1)[CH3:15])=[O:26])[CH2:7][C@@H:6]([CH2:27][N:28]([CH3:30])[CH3:29])[CH2:5]2. The yield is 0.610. (2) The reactants are NC([O:4][C@H:5]1[CH2:10][CH2:9][CH2:8][N:7]([C:11]2[N:12]=[C:13]3[CH:26]=[C:25]([C:27]([NH:29][C:30]4[S:31][CH:32]=[C:33]([C:35]([CH3:38])([CH3:37])[CH3:36])[N:34]=4)=[O:28])[CH:24]=[CH:23][N:14]3[C:15](=[O:22])[C:16]=2/C=C/C(O)=O)[CH2:6]1)=O.C(C1N=C(NC(C2C=CN3C(=O)CC(=O)N=C3C=2)=O)SC=1)(C)(C)C.Cl.O[C@H]1CCCNC1. No catalyst specified. The product is [C:35]([C:33]1[N:34]=[C:30]([NH:29][C:27]([C:25]2[CH:24]=[CH:23][N:14]3[C:15](=[O:22])[CH:16]=[C:11]([N:7]4[CH2:8][CH2:9][CH2:10][C@H:5]([OH:4])[CH2:6]4)[N:12]=[C:13]3[CH:26]=2)=[O:28])[S:31][CH:32]=1)([CH3:38])([CH3:36])[CH3:37]. The yield is 0.620.